Dataset: Full USPTO retrosynthesis dataset with 1.9M reactions from patents (1976-2016). Task: Predict the reactants needed to synthesize the given product. (1) Given the product [Br:1][C:2]1[CH:10]=[CH:9][CH:8]=[C:7]2[C:3]=1[C:4]1([CH2:21][O:20][C:19]3[CH:22]=[C:23]4[C:27](=[CH:28][C:18]1=3)[CH2:26][C:25]([CH3:30])([CH3:29])[O:24]4)[C:5](=[O:17])[N:6]2[CH2:11][C:12]([OH:14])=[O:13], predict the reactants needed to synthesize it. The reactants are: [Br:1][C:2]1[CH:10]=[CH:9][CH:8]=[C:7]2[C:3]=1[C:4]1([CH2:21][O:20][C:19]3[CH:22]=[C:23]4[C:27](=[CH:28][C:18]1=3)[CH2:26][C:25]([CH3:30])([CH3:29])[O:24]4)[C:5](=[O:17])[N:6]2[CH2:11][C:12]([O:14]CC)=[O:13].O=C1C2(C3=CC4OCOC=4C=C3OC2)C2C(=CC=CC=2)N1CC(OCC)=O. (2) Given the product [Cl:31][C:32]1[CH:39]=[CH:38][C:35]([CH2:36][NH:15][C:16]2[CH:25]=[C:24]3[C:19]([C:20]([CH3:29])([CH3:30])[CH2:21][N:22]([CH2:27][CH3:28])[C:23]3=[O:26])=[CH:18][CH:17]=2)=[CH:34][CH:33]=1, predict the reactants needed to synthesize it. The reactants are: C(O[BH-](OC(=O)C)OC(=O)C)(=O)C.[Na+].[NH2:15][C:16]1[CH:25]=[C:24]2[C:19]([C:20]([CH3:30])([CH3:29])[CH2:21][N:22]([CH2:27][CH3:28])[C:23]2=[O:26])=[CH:18][CH:17]=1.[Cl:31][C:32]1[CH:39]=[CH:38][C:35]([CH:36]=O)=[CH:34][CH:33]=1.C(O)(=O)C. (3) The reactants are: O[CH2:2][C@@H:3]([C@H:5]([C@@H:7]([C@@H:9]([CH2:11][OH:12])[OH:10])[OH:8])O)[OH:4].S(=O)(=O)(O)O. Given the product [CH2:11]1[O:12][C@@H:5]2[C@@H:3]([OH:4])[CH2:2][O:8][C@@H:7]2[C@@H:9]1[OH:10], predict the reactants needed to synthesize it. (4) The reactants are: [CH3:1][O:2][C:3](=[O:29])[CH2:4][CH2:5][CH2:6][CH2:7][CH2:8][O:9][C:10]1[CH:11]=[CH:12][C:13]2[N:17]=[C:16]([S:18][CH2:19][CH2:20][CH3:21])[N:15]([C:22]3[CH:27]=[CH:26][CH:25]=[CH:24][CH:23]=3)[C:14]=2[CH:28]=1.ClC1C=CC=C(C(OO)=[O:38])C=1.S(OS([O-])=O)([O-])=O.[Na+].[Na+]. Given the product [CH3:1][O:2][C:3](=[O:29])[CH2:4][CH2:5][CH2:6][CH2:7][CH2:8][O:9][C:10]1[CH:11]=[CH:12][C:13]2[N:17]=[C:16]([S:18]([CH2:19][CH2:20][CH3:21])=[O:38])[N:15]([C:22]3[CH:27]=[CH:26][CH:25]=[CH:24][CH:23]=3)[C:14]=2[CH:28]=1, predict the reactants needed to synthesize it.